From a dataset of Reaction yield outcomes from USPTO patents with 853,638 reactions. Predict the reaction yield, written as a fraction of the theoretical maximum amount of product (1.0 means a 100% yield; for example, 0.34 means a 34% yield). (1) The reactants are [CH2:1]([O:3][C:4](=[O:16])[NH:5][C:6]1[C:11]([CH3:12])=[CH:10][C:9]([CH:13]=O)=[CH:8][C:7]=1[CH3:15])[CH3:2].[F:17][C:18]1[CH:19]=[C:20]([CH:22]=[CH:23][CH:24]=1)[NH2:21].C([BH3-])#N.[Na+].C(=O)([O-])[O-].[Na+].[Na+]. The catalyst is C(O)C.O.C(O)(=O)C. The product is [CH2:1]([O:3][C:4](=[O:16])[NH:5][C:6]1[C:11]([CH3:12])=[CH:10][C:9]([CH2:13][NH:21][C:20]2[CH:22]=[CH:23][CH:24]=[C:18]([F:17])[CH:19]=2)=[CH:8][C:7]=1[CH3:15])[CH3:2]. The yield is 0.290. (2) The yield is 1.39. No catalyst specified. The product is [NH2:26][C@@H:13]([CH2:14][C:15]1[CH:20]=[CH:19][C:18]([O:21][C:22]([CH3:25])([CH3:24])[CH3:23])=[CH:17][CH:16]=1)[C:12]([N:11]([CH2:10][C:9]1[C:4]2[C:5](=[N:1][S:2][N:3]=2)[CH:6]=[CH:7][CH:8]=1)[C@@H:45]([CH3:53])[CH:46]([O:50][CH2:51][CH3:52])[O:47][CH2:48][CH3:49])=[O:44]. The reactants are [N:1]1[S:2][N:3]=[C:4]2[C:9]([CH2:10][N:11]([C@@H:45]([CH3:53])[CH:46]([O:50][CH2:51][CH3:52])[O:47][CH2:48][CH3:49])[C:12](=[O:44])[C@@H:13]([NH:26]C(=O)OCC3C4C=CC=CC=4C4C3=CC=CC=4)[CH2:14][C:15]3[CH:20]=[CH:19][C:18]([O:21][C:22]([CH3:25])([CH3:24])[CH3:23])=[CH:17][CH:16]=3)=[CH:8][CH:7]=[CH:6][C:5]=12.N1CCCCC1. (3) The reactants are Cl[CH2:2][CH2:3][N:4]1[CH:8]=[CH:7][C:6]([C:9]2[N:17]3[C:12]([CH:13]=[CH:14][CH:15]=[CH:16]3)=[CH:11][C:10]=2[C:18]([O:20][CH2:21][CH3:22])=[O:19])=[N:5]1.C([O-])([O-])=O.[K+].[K+].[CH3:29][N:30]1[CH2:35][CH2:34][NH:33][CH2:32][CH2:31]1. No catalyst specified. The product is [CH3:29][N:30]1[CH2:35][CH2:34][N:33]([CH2:2][CH2:3][N:4]2[CH:8]=[CH:7][C:6]([C:9]3[N:17]4[C:12]([CH:13]=[CH:14][CH:15]=[CH:16]4)=[CH:11][C:10]=3[C:18]([O:20][CH2:21][CH3:22])=[O:19])=[N:5]2)[CH2:32][CH2:31]1. The yield is 0.810. (4) The reactants are [CH:1]1[C:10]2[C:5](=[CH:6][CH:7]=[CH:8][CH:9]=2)[CH:4]=[C:3]([NH:11][C:12](=[O:20])OC2C=CC=CC=2)[N:2]=1.[CH3:21][CH:22]1[CH2:27][CH2:26][N:25]([C:28]2[C:33]([CH2:34][NH2:35])=[CH:32][CH:31]=[C:30]([C:36]([F:39])([F:38])[F:37])[N:29]=2)[CH2:24][CH2:23]1.C(N(CC)CC)C. The catalyst is CS(C)=O.O. The product is [CH:1]1[C:10]2[C:5](=[CH:6][CH:7]=[CH:8][CH:9]=2)[CH:4]=[C:3]([NH:11][C:12]([NH:35][CH2:34][C:33]2[C:28]([N:25]3[CH2:26][CH2:27][CH:22]([CH3:21])[CH2:23][CH2:24]3)=[N:29][C:30]([C:36]([F:39])([F:37])[F:38])=[CH:31][CH:32]=2)=[O:20])[N:2]=1. The yield is 0.770.